This data is from Forward reaction prediction with 1.9M reactions from USPTO patents (1976-2016). The task is: Predict the product of the given reaction. (1) The product is: [ClH:18].[OH:8][C:9]1[CH:16]=[C:15]([F:17])[CH:14]=[CH:13][C:10]=1[CH2:11][NH2:12]. Given the reactants C([O:8][C:9]1[CH:16]=[C:15]([F:17])[CH:14]=[CH:13][C:10]=1[C:11]#[N:12])C1C=CC=CC=1.[ClH:18], predict the reaction product. (2) Given the reactants [Cl:1][C:2]1[CH:10]=[C:9]2[C:5]([C:6]([C:11]([C:13]3[C:14](NC4CCCC4)=[N:15][CH:16]=[CH:17][CH:18]=3)=[O:12])=[CH:7][NH:8]2)=[CH:4][CH:3]=1.C1(N)CCCC1.[NH2:31][CH2:32][C:33]1[CH:38]=[CH:37][N:36]=[CH:35][CH:34]=1, predict the reaction product. The product is: [Cl:1][C:2]1[CH:10]=[C:9]2[C:5]([C:6]([C:11]([C:13]3[C:14]([NH:31][CH2:32][C:33]4[CH:38]=[CH:37][N:36]=[CH:35][CH:34]=4)=[N:15][CH:16]=[CH:17][CH:18]=3)=[O:12])=[CH:7][NH:8]2)=[CH:4][CH:3]=1. (3) Given the reactants Cl[C:2]1[CH:7]=[C:6]([O:8][C:9]2[CH:14]=[CH:13][C:12]([NH2:15])=[C:11]([F:16])[C:10]=2[CH3:17])[CH:5]=[CH:4][N:3]=1.[CH3:18][N:19]1[CH:23]=[C:22](B2OC(C)(C)C(C)(C)O2)[CH:21]=[N:20]1.C([O-])([O-])=O.[Na+].[Na+], predict the reaction product. The product is: [F:16][C:11]1[C:10]([CH3:17])=[C:9]([O:8][C:6]2[CH:5]=[CH:4][N:3]=[C:2]([C:22]3[CH:21]=[N:20][N:19]([CH3:18])[CH:23]=3)[CH:7]=2)[CH:14]=[CH:13][C:12]=1[NH2:15].